Dataset: Forward reaction prediction with 1.9M reactions from USPTO patents (1976-2016). Task: Predict the product of the given reaction. (1) Given the reactants Cl[C:2]([O:4][CH:5]=[CH2:6])=[O:3].[CH2:7]([OH:25])[CH2:8][CH2:9][CH2:10][CH2:11][CH2:12][CH2:13][CH2:14]/[CH:15]=[CH:16]\[CH2:17][CH2:18][CH2:19][CH2:20][CH2:21][CH2:22][CH2:23][CH3:24].N1C=CC=CC=1, predict the reaction product. The product is: [C:2](=[O:3])([O:4][CH:5]=[CH2:6])[O:25][CH2:7][CH2:8][CH2:9][CH2:10][CH2:11][CH2:12][CH2:13][CH2:14]/[CH:15]=[CH:16]\[CH2:17][CH2:18][CH2:19][CH2:20][CH2:21][CH2:22][CH2:23][CH3:24]. (2) Given the reactants C([C:3]1[CH:4]=[C:5]([CH:29]=[CH:30][CH:31]=1)[CH2:6][N:7]1[CH:11]=[C:10]([NH:12][C:13]([C:15]2[C:23]3[CH2:22]C[CH:20]([C:24]4[CH:25]=NN[CH:28]=4)[CH2:19][C:18]=3[NH:17][N:16]=2)=[O:14])[CH:9]=[N:8]1)#N.C[Si](C)(C)CC[O:36]CN1C2CCC3(COC3)CC=2C(C(O)=O)=N1.NC1C=NN(CC2C=C(C=CC=2)C#N)C=1.C(N1C=C(N)C=N1)C1C=CC=CC=1, predict the reaction product. The product is: [CH2:6]([N:7]1[CH:11]=[C:10]([NH:12][C:13]([C:15]2[C:23]3[CH2:22][C:24]4([CH2:28][O:36][CH2:25]4)[CH2:20][CH2:19][C:18]=3[NH:17][N:16]=2)=[O:14])[CH:9]=[N:8]1)[C:5]1[CH:4]=[CH:3][CH:31]=[CH:30][CH:29]=1. (3) The product is: [ClH:25].[CH2:1]([N:8]1[CH2:13][C:12]([C:14]2[CH:15]=[CH:16][CH:17]=[CH:18][CH:19]=2)=[C:11]([C:20]([OH:22])=[O:21])[CH2:10][CH2:9]1)[C:2]1[CH:3]=[CH:4][CH:5]=[CH:6][CH:7]=1. Given the reactants [CH2:1]([N:8]1[CH2:13][C:12]([C:14]2[CH:19]=[CH:18][CH:17]=[CH:16][CH:15]=2)=[C:11]([C:20]([O:22]CC)=[O:21])[CH2:10][CH2:9]1)[C:2]1[CH:7]=[CH:6][CH:5]=[CH:4][CH:3]=1.[ClH:25], predict the reaction product. (4) Given the reactants [N:1]([CH:4]1[CH2:16][C:15]2[C:14]3[C:9](=[CH:10][CH:11]=[CH:12][CH:13]=3)[N:8]([CH2:17][C:18]([O:20]CC)=[O:19])[C:7]=2[CH2:6][CH2:5]1)=[N+:2]=[N-:3].[CH2:23]([C:26]1[CH:31]=[CH:30][CH:29]=[CH:28][CH:27]=1)[C:24]#[CH:25].C(O)(C(O)=O)C(O)C(O)=O, predict the reaction product. The product is: [CH2:23]([C:24]1[N:1]([CH:4]2[CH2:16][C:15]3[C:14]4[C:9](=[CH:10][CH:11]=[CH:12][CH:13]=4)[N:8]([CH2:17][C:18]([OH:20])=[O:19])[C:7]=3[CH2:6][CH2:5]2)[N:2]=[N:3][CH:25]=1)[C:26]1[CH:31]=[CH:30][CH:29]=[CH:28][CH:27]=1. (5) Given the reactants [CH3:1][C:2]1([CH3:19])[N:11]2[CH:12]3[CH2:17][CH2:16][NH:15][CH2:14][CH:13]3[C:9]3[C:10]2=[C:5]([CH:6]=[CH:7][CH:8]=3)[N:4]([CH3:18])[CH2:3]1.Cl[CH2:21][CH2:22][CH2:23][C:24]([C:26]1[CH:31]=[CH:30][C:29]([F:32])=[CH:28][CH:27]=1)=[O:25].C([O-])([O-])=O.[K+].[K+], predict the reaction product. The product is: [F:32][C:29]1[CH:28]=[CH:27][C:26]([C:24](=[O:25])[CH2:23][CH2:22][CH2:21][N:15]2[CH2:16][CH2:17][CH:12]3[N:11]4[C:10]5[C:9]([CH:13]3[CH2:14]2)=[CH:8][CH:7]=[CH:6][C:5]=5[N:4]([CH3:18])[CH2:3][C:2]4([CH3:19])[CH3:1])=[CH:31][CH:30]=1. (6) Given the reactants C[O-].[Na+].CO.[Cl:6][C:7]1[CH:12]=[CH:11][CH:10]=[CH:9][C:8]=1[SH:13].Cl[C:15]1[S:19][C:18]([C:20](=[O:22])[CH3:21])=[CH:17][C:16]=1[N+:23]([O-:25])=[O:24], predict the reaction product. The product is: [Cl:6][C:7]1[CH:12]=[CH:11][CH:10]=[CH:9][C:8]=1[S:13][C:15]1[S:19][C:18]([C:20](=[O:22])[CH3:21])=[CH:17][C:16]=1[N+:23]([O-:25])=[O:24]. (7) Given the reactants [N+:1]([C:4]1[CH:5]=[C:6]([OH:10])[CH:7]=[CH:8][CH:9]=1)([O-:3])=[O:2].C(=O)([O-])[O-].[K+].[K+].Cl[CH2:18][C@@H:19]1[CH2:23][O:22][C:21]([CH3:25])([CH3:24])[O:20]1.O, predict the reaction product. The product is: [CH3:24][C:21]1([CH3:25])[O:20][C@H:19]([CH2:18][O:10][C:6]2[CH:7]=[CH:8][CH:9]=[C:4]([N+:1]([O-:3])=[O:2])[CH:5]=2)[CH2:23][O:22]1.